Dataset: Forward reaction prediction with 1.9M reactions from USPTO patents (1976-2016). Task: Predict the product of the given reaction. Given the reactants [Si:1]([O:8][CH2:9][C:10]1([CH3:38])[S:16][CH2:15][CH2:14][N:13]2[C:17]([C:20]3([C:23]4[CH:28]=[CH:27][C:26](B5OC(C)(C)C(C)(C)O5)=[CH:25][CH:24]=4)[CH2:22][CH2:21]3)=[N:18][N:19]=[C:12]2[CH2:11]1)([C:4]([CH3:7])([CH3:6])[CH3:5])([CH3:3])[CH3:2].[Cl:39][C:40]1[N:41]=[N:42][C:43](Cl)=[CH:44][CH:45]=1.C(=O)([O-])[O-].[K+].[K+].C(=O)([O-])O.[Na+], predict the reaction product. The product is: [Si:1]([O:8][CH2:9][C:10]1([CH3:38])[S:16][CH2:15][CH2:14][N:13]2[C:17]([C:20]3([C:23]4[CH:28]=[CH:27][C:26]([C:43]5[N:42]=[N:41][C:40]([Cl:39])=[CH:45][CH:44]=5)=[CH:25][CH:24]=4)[CH2:21][CH2:22]3)=[N:18][N:19]=[C:12]2[CH2:11]1)([C:4]([CH3:5])([CH3:6])[CH3:7])([CH3:2])[CH3:3].